This data is from Catalyst prediction with 721,799 reactions and 888 catalyst types from USPTO. The task is: Predict which catalyst facilitates the given reaction. (1) Reactant: [CH2:1]([N:8]1[CH2:13][CH2:12][N:11]([C:14]2[N:15]=[CH:16][C:17]([C:20]([NH:22][C:23]3[CH:28]=[CH:27][CH:26]=[CH:25][C:24]=3[NH:29]C(=O)OC(C)(C)C)=[O:21])=[N:18][CH:19]=2)[CH2:10][CH2:9]1)[C:2]1[CH:7]=[CH:6][CH:5]=[CH:4][CH:3]=1.Cl. Product: [NH2:29][C:24]1[CH:25]=[CH:26][CH:27]=[CH:28][C:23]=1[NH:22][C:20]([C:17]1[CH:16]=[N:15][C:14]([N:11]2[CH2:12][CH2:13][N:8]([CH2:1][C:2]3[CH:7]=[CH:6][CH:5]=[CH:4][CH:3]=3)[CH2:9][CH2:10]2)=[CH:19][N:18]=1)=[O:21]. The catalyst class is: 472. (2) Reactant: Cl.[C:2]([CH:6]1[CH2:11][CH2:10][NH:9][CH2:8][CH2:7]1)([CH3:5])([CH3:4])[CH3:3].C(N(CC)CC)C.[F:19][C:20]([F:36])([F:35])[C@@H:21]([NH:30][S:31]([CH3:34])(=[O:33])=[O:32])[C:22]1[CH:27]=[CH:26][C:25]([CH:28]=O)=[CH:24][CH:23]=1.C(O)(=O)C.C(O[BH-](OC(=O)C)OC(=O)C)(=O)C.[Na+].C(=O)(O)[O-].[Na+]. The catalyst class is: 2. Product: [C:2]([CH:6]1[CH2:11][CH2:10][N:9]([CH2:28][C:25]2[CH:24]=[CH:23][C:22]([C@H:21]([NH:30][S:31]([CH3:34])(=[O:33])=[O:32])[C:20]([F:35])([F:36])[F:19])=[CH:27][CH:26]=2)[CH2:8][CH2:7]1)([CH3:5])([CH3:4])[CH3:3]. (3) Reactant: O=P12OP3(OP(OP(O3)(O1)=O)(=O)O2)=O.[Cl:15][C:16]1[CH:21]=[CH:20][C:19]([C:22]2[CH:23]=[CH:24][C:25]([C:28]#[C:29][C:30]3[CH:31]=[C:32]4[C:37](=[CH:38][CH:39]=3)[NH:36][C:35](=O)[CH:34]=[C:33]4[CH3:41])=[N:26][CH:27]=2)=[CH:18][CH:17]=1.[Br:42]Cl. Product: [Br:42][C:35]1[CH:34]=[C:33]([CH3:41])[C:32]2[C:37](=[CH:38][CH:39]=[C:30]([C:29]#[C:28][C:25]3[CH:24]=[CH:23][C:22]([C:19]4[CH:20]=[CH:21][C:16]([Cl:15])=[CH:17][CH:18]=4)=[CH:27][N:26]=3)[CH:31]=2)[N:36]=1. The catalyst class is: 596. (4) Reactant: [CH3:1][C:2]1[C:3]([C:9](=[O:11])[CH3:10])=[N:4][CH:5]=[C:6]([CH3:8])[N:7]=1.N1C(C)=CC=CC=1C.FC(F)(F)S(O[Si](C)(C)C)(=O)=O.[Br:32]N1C(=O)CCC1=O. Product: [Br:32][CH2:10][C:9]([C:3]1[C:2]([CH3:1])=[N:7][C:6]([CH3:8])=[CH:5][N:4]=1)=[O:11]. The catalyst class is: 408. (5) Reactant: [Br:1][C:2]1[C:3](Cl)=[N:4][C:5]([C:8]2[CH:13]=[C:12]([Cl:14])[CH:11]=[CH:10][C:9]=2[OH:15])=[N:6][CH:7]=1.[C:17]([O:21][C:22](=[O:24])[NH2:23])([CH3:20])([CH3:19])[CH3:18].C([N:27]([CH2:30][CH3:31])CC)C.CN(C)[C:34](=O)[CH3:35]. Product: [C:17]([O:21][C:22](=[O:24])[NH:23][C@@H:31]([CH2:30][NH:27][C:3]1[C:2]([Br:1])=[CH:7][N:6]=[C:5]([C:8]2[CH:13]=[C:12]([Cl:14])[CH:11]=[CH:10][C:9]=2[OH:15])[N:4]=1)[CH2:34][CH3:35])([CH3:20])([CH3:19])[CH3:18]. The catalyst class is: 6. (6) Reactant: [CH3:1][C:2]([OH:9])([C:5]([CH3:8])([CH3:7])[CH3:6])[C:3]#[CH:4].Br[C:11]1[CH:12]=[C:13]([CH2:17][CH2:18][CH2:19][NH:20][C:21](=[O:26])[C:22]([F:25])([F:24])[F:23])[CH:14]=[CH:15][CH:16]=1.CN(C=O)C. Product: [F:23][C:22]([F:24])([F:25])[C:21]([NH:20][CH2:19][CH2:18][CH2:17][C:13]1[CH:14]=[CH:15][CH:16]=[C:11]([C:4]#[C:3][C:2]([OH:9])([CH3:1])[C:5]([CH3:8])([CH3:7])[CH3:6])[CH:12]=1)=[O:26]. The catalyst class is: 66. (7) Reactant: [NH2:1][C:2]1[CH:7]=[CH:6][C:5]([C:8]2[CH:13]=[C:12]([C:14]3[CH:19]=[CH:18][CH:17]=[CH:16][C:15]=3[O:20][CH2:21][CH2:22][CH3:23])[NH:11][C:10](=[O:24])[N:9]=2)=[CH:4][C:3]=1[CH3:25].[C:26]([O-:29])(=O)[CH3:27].[Na+].[C:31]([O:34]C(=O)C)(=O)[CH3:32].[N:38](OCCC(C)C)=O. Product: [C:31]([N:11]1[C:12]([C:14]2[CH:19]=[CH:18][CH:17]=[CH:16][C:15]=2[O:20][CH2:21][CH2:22][CH3:23])=[CH:13][C:8]([C:5]2[CH:4]=[C:3]3[C:2](=[CH:7][CH:6]=2)[N:1]([C:26](=[O:29])[CH3:27])[N:38]=[CH:25]3)=[N:9][C:10]1=[O:24])(=[O:34])[CH3:32]. The catalyst class is: 22.